From a dataset of hERG potassium channel inhibition data for cardiac toxicity prediction from Karim et al.. Regression/Classification. Given a drug SMILES string, predict its toxicity properties. Task type varies by dataset: regression for continuous values (e.g., LD50, hERG inhibition percentage) or binary classification for toxic/non-toxic outcomes (e.g., AMES mutagenicity, cardiotoxicity, hepatotoxicity). Dataset: herg_karim. (1) The molecule is C[C@@H](Oc1cccc2ncnc(Nc3ccc4c(cnn4-c4ccccn4)c3)c12)C(=O)N(C)C. The result is 0 (non-blocker). (2) The result is 1 (blocker). The drug is CCCCCCCN(CC)CCCC(O)c1ccc(Cl)cc1. (3) The result is 0 (non-blocker). The drug is CN1CCN(CC(=O)Nc2ccc(-c3cccc4c(=O)cc(N5CCOCC5)oc34)c3sc4ccccc4c23)CC1. (4) The result is 0 (non-blocker). The compound is CC(c1nc(-c2ccc(Cl)cc2Cl)no1)C(N)C(=O)N1CCCC1. (5) The molecule is Cn1cc(-c2cnc(Nc3cnc(C#N)cn3)cc2NC[C@H]2CNCCO2)cn1. The result is 1 (blocker). (6) The molecule is Cc1ccc(C[C@H]2CCN(CCS(=O)(=O)c3ccc(O)cc3)C[C@H]2O)cc1. The result is 1 (blocker). (7) The compound is CC(C)[NH+](CC[C@](C(N)=O)(c1ccccc1)c1ccccn1)C(C)C. The result is 0 (non-blocker).